Dataset: Full USPTO retrosynthesis dataset with 1.9M reactions from patents (1976-2016). Task: Predict the reactants needed to synthesize the given product. (1) Given the product [C:38]([C:35]1[CH:34]=[CH:33][C:32]([O:31][CH2:30][CH2:29][CH:9]([NH:8][C:6](=[O:7])[O:5][C:1]([CH3:2])([CH3:3])[CH3:4])[CH2:10][N:11]2[CH:12]3[CH2:18][CH2:17][CH:16]2[CH2:15][NH:14][CH2:13]3)=[CH:37][CH:36]=1)#[N:39], predict the reactants needed to synthesize it. The reactants are: [C:1]([O:5][C:6]([NH:8][CH:9]([CH2:29][CH2:30][O:31][C:32]1[CH:37]=[CH:36][C:35]([C:38]#[N:39])=[CH:34][CH:33]=1)[CH2:10][N:11]1[CH:16]2[CH2:17][CH2:18][CH:12]1[CH2:13][N:14](C(OCC1C=CC=CC=1)=O)[CH2:15]2)=[O:7])([CH3:4])([CH3:3])[CH3:2]. (2) The reactants are: [CH3:1][O:2][C:3]1[CH:4]=[C:5]2[C:10](=[CH:11][CH:12]=1)[CH2:9][C:8](=O)[CH2:7][CH2:6]2.[N+](C1C=CC=CC=1S([N:26]([CH2:36][C:37]1[CH:42]=[CH:41][CH:40]=[CH:39][N:38]=1)[CH2:27][C:28]1[CH:33]=[CH:32][C:31]([CH2:34][NH2:35])=[CH:30][CH:29]=1)(=O)=O)([O-])=O.[BH3-]C#N.[Na+].C(OC)(OC)OC. Given the product [N:38]1[CH:39]=[CH:40][CH:41]=[CH:42][C:37]=1[CH2:36][NH:26][CH2:27][C:28]1[CH:29]=[CH:30][C:31]([CH2:34][NH:35][CH:8]2[CH2:7][CH2:6][C:5]3[C:10](=[CH:11][CH:12]=[C:3]([O:2][CH3:1])[CH:4]=3)[CH2:9]2)=[CH:32][CH:33]=1, predict the reactants needed to synthesize it. (3) Given the product [Cl:47][C:42]1[CH:43]=[CH:44][CH:45]=[CH:46][C:41]=1[C@H:39]([O:38][C:32]1[CH:31]=[C:30]([N:27]2[C:26]3[CH:48]=[CH:49][C:23]([C:5]4[CH:4]=[N:3][N:2]([CH3:1])[CH:6]=4)=[CH:24][C:25]=3[N:29]=[CH:28]2)[S:34][C:33]=1[C:35]([NH2:37])=[O:36])[CH3:40], predict the reactants needed to synthesize it. The reactants are: [CH3:1][N:2]1[CH:6]=[C:5](B2OC(C)(C)C(C)(C)O2)[CH:4]=[N:3]1.C(=O)([O-])[O-].[Na+].[Na+].Br[C:23]1[CH:49]=[CH:48][C:26]2[N:27]([C:30]3[S:34][C:33]([C:35]([NH2:37])=[O:36])=[C:32]([O:38][C@@H:39]([C:41]4[CH:46]=[CH:45][CH:44]=[CH:43][C:42]=4[Cl:47])[CH3:40])[CH:31]=3)[CH:28]=[N:29][C:25]=2[CH:24]=1. (4) The reactants are: Br[C:2]1[N:3]([CH:20]2[CH2:25][CH2:24][CH2:23][CH2:22][O:21]2)[C:4]2[C:9]([N:10]=1)=[C:8]([NH2:11])[N:7]=[C:6]([O:12][CH2:13][C:14]([CH3:19])([CH3:18])[CH2:15][CH2:16][CH3:17])[N:5]=2.[CH3:26][O-:27].[Na+]. Given the product [CH3:18][C:14]([CH3:19])([CH2:15][CH2:16][CH3:17])[CH2:13][O:12][C:6]1[N:5]=[C:4]2[C:9]([N:10]=[C:2]([O:27][CH3:26])[N:3]2[CH:20]2[CH2:25][CH2:24][CH2:23][CH2:22][O:21]2)=[C:8]([NH2:11])[N:7]=1, predict the reactants needed to synthesize it. (5) Given the product [Cl:1][C:2]1[CH:3]=[C:4]([C:24]([N:29]([O:30][CH3:31])[CH3:28])=[O:25])[C:5]([C:17]2[CH:22]=[CH:21][CH:20]=[C:19]([F:23])[CH:18]=2)=[C:6](/[N:10]=[N:11]/[N:12]2[CH2:13][CH2:14][CH2:15][CH2:16]2)[C:7]=1[C:8]#[CH:9], predict the reactants needed to synthesize it. The reactants are: [Cl:1][C:2]1[CH:3]=[C:4]([C:24](O)=[O:25])[C:5]([C:17]2[CH:22]=[CH:21][CH:20]=[C:19]([F:23])[CH:18]=2)=[C:6](/[N:10]=[N:11]/[N:12]2[CH2:16][CH2:15][CH2:14][CH2:13]2)[C:7]=1[C:8]#[CH:9].Cl.[CH3:28][NH:29][O:30][CH3:31].O.ON1C2C=CC=CC=2N=N1.C(N(CC)C(C)C)(C)C.CCN=C=NCCCN(C)C.Cl.Cl.O. (6) Given the product [F:1][C:2]1[CH:3]=[CH:4][C:5]([C:8]2[C:12]([CH2:13][N:19]([CH3:20])[CH2:18][CH:17]([O:21][CH3:22])[O:16][CH3:15])=[CH:11][NH:10][N:9]=2)=[CH:6][CH:7]=1, predict the reactants needed to synthesize it. The reactants are: [F:1][C:2]1[CH:7]=[CH:6][C:5]([C:8]2[C:12]([CH:13]=O)=[CH:11][NH:10][N:9]=2)=[CH:4][CH:3]=1.[CH3:15][O:16][CH:17]([O:21][CH3:22])[CH2:18][NH:19][CH3:20].C(O)(=O)C.C(O[BH-](OC(=O)C)OC(=O)C)(=O)C.[Na+].